From a dataset of Forward reaction prediction with 1.9M reactions from USPTO patents (1976-2016). Predict the product of the given reaction. (1) Given the reactants C([O-])=O.[NH4+].C([O:12][C:13]1[C:18]([O:19][CH3:20])=[CH:17][C:16]([N:21]2[C:29]3[C:24](=[CH:25][CH:26]=[CH:27][CH:28]=3)[C:23]([C:30]([N:32]([CH:39]3[CH2:44][CH2:43][CH2:42][CH2:41][CH2:40]3)[C:33]3[CH:38]=[CH:37][CH:36]=[CH:35][CH:34]=3)=[O:31])=[CH:22]2)=[C:15]([C:45]([N:47]2[C@H:56]([CH2:57][N:58]3[CH2:63][CH2:62][N:61]([CH3:64])[CH2:60][CH2:59]3)[CH2:55][C:54]3[C:49](=[CH:50][CH:51]=[CH:52][CH:53]=3)[CH2:48]2)=[O:46])[CH:14]=1)C1C=CC=CC=1, predict the reaction product. The product is: [CH:39]1([N:32]([C:33]2[CH:34]=[CH:35][CH:36]=[CH:37][CH:38]=2)[C:30]([C:23]2[C:24]3[C:29](=[CH:28][CH:27]=[CH:26][CH:25]=3)[N:21]([C:16]3[CH:17]=[C:18]([O:19][CH3:20])[C:13]([OH:12])=[CH:14][C:15]=3[C:45]([N:47]3[C@H:56]([CH2:57][N:58]4[CH2:63][CH2:62][N:61]([CH3:64])[CH2:60][CH2:59]4)[CH2:55][C:54]4[C:49](=[CH:50][CH:51]=[CH:52][CH:53]=4)[CH2:48]3)=[O:46])[CH:22]=2)=[O:31])[CH2:44][CH2:43][CH2:42][CH2:41][CH2:40]1. (2) Given the reactants [CH3:1][N:2]1[C:10]2[C:5](=[N:6][CH:7]=[CH:8][CH:9]=2)[C:4]([C:11]([N:13]2[CH2:18][CH2:17][N:16]([C:19]3[N:20]=[CH:21][C:22]([C:25]([OH:27])=O)=[N:23][CH:24]=3)[CH2:15][CH2:14]2)=[O:12])=[C:3]1[C:28]1[CH:33]=[CH:32][CH:31]=[CH:30][CH:29]=1.[CH3:34][C:35]1[N:36]=[CH:37][S:38][C:39]=1[CH2:40][CH2:41][NH2:42].Cl.ON1C2C=CC=CC=2N=N1, predict the reaction product. The product is: [CH3:1][N:2]1[C:10]2[C:5](=[N:6][CH:7]=[CH:8][CH:9]=2)[C:4]([C:11]([N:13]2[CH2:18][CH2:17][N:16]([C:19]3[N:20]=[CH:21][C:22]([C:25]([NH:42][CH2:41][CH2:40][C:39]4[S:38][CH:37]=[N:36][C:35]=4[CH3:34])=[O:27])=[N:23][CH:24]=3)[CH2:15][CH2:14]2)=[O:12])=[C:3]1[C:28]1[CH:29]=[CH:30][CH:31]=[CH:32][CH:33]=1. (3) Given the reactants [C:1]([O:5][C:6]([NH:8][C:9]1([C:13]([OH:15])=O)[CH2:12][CH2:11][CH2:10]1)=[O:7])([CH3:4])([CH3:3])[CH3:2].[CH3:16][C:17]1([CH3:25])[O:24][C:22](=[O:23])[CH2:21][C:19](=[O:20])[O:18]1.CCN=C=NCCCN(C)C, predict the reaction product. The product is: [C:1]([O:5][C:6](=[O:7])[NH:8][C:9]1([C:13](=[C:21]2[C:22](=[O:23])[O:24][C:17]([CH3:25])([CH3:16])[O:18][C:19]2=[O:20])[OH:15])[CH2:10][CH2:11][CH2:12]1)([CH3:2])([CH3:3])[CH3:4].